This data is from Peptide-MHC class II binding affinity with 134,281 pairs from IEDB. The task is: Regression. Given a peptide amino acid sequence and an MHC pseudo amino acid sequence, predict their binding affinity value. This is MHC class II binding data. (1) The binding affinity (normalized) is 0.591. The MHC is HLA-DQA10102-DQB10602 with pseudo-sequence HLA-DQA10102-DQB10602. The peptide sequence is AAATAGTTVGGAFAA. (2) The peptide sequence is EKKYFAAAQFEPLAA. The MHC is HLA-DQA10101-DQB10501 with pseudo-sequence HLA-DQA10101-DQB10501. The binding affinity (normalized) is 0.536.